From a dataset of Forward reaction prediction with 1.9M reactions from USPTO patents (1976-2016). Predict the product of the given reaction. (1) Given the reactants Cl.[NH2:2][C:3]1[N:32]=[C:6]2[N:7]([C:22]3[CH:27]=[CH:26][CH:25]=[C:24]([C:28]([F:31])([F:30])[F:29])[CH:23]=3)[C:8]([CH3:21])=[C:9]([C:19]#[N:20])[C@@H:10]([C:11]3[CH:16]=[CH:15][C:14]([C:17]#[N:18])=[CH:13][CH:12]=3)[N:5]2[N:4]=1.N1C=CC=CC=1.[F:39][C:40]1([F:47])[CH2:42][C:41]1([CH3:46])[C:43](Cl)=[O:44], predict the reaction product. The product is: [C:19]([C:9]1[C@@H:10]([C:11]2[CH:16]=[CH:15][C:14]([C:17]#[N:18])=[CH:13][CH:12]=2)[N:5]2[N:4]=[C:3]([NH:2][C:43]([C:41]3([CH3:46])[CH2:42][C:40]3([F:47])[F:39])=[O:44])[N:32]=[C:6]2[N:7]([C:22]2[CH:27]=[CH:26][CH:25]=[C:24]([C:28]([F:29])([F:31])[F:30])[CH:23]=2)[C:8]=1[CH3:21])#[N:20]. (2) Given the reactants [CH3:1][O:2][C:3]1[CH:4]=[C:5]([C:13]([O:15]CC)=[O:14])[CH:6]=[C:7]2[C:11]=1[NH:10][N:9]=[C:8]2[CH3:12].[Li+].[OH-].C(O)C, predict the reaction product. The product is: [CH3:12][C:8]1[C:7]2[C:11](=[C:3]([O:2][CH3:1])[CH:4]=[C:5]([C:13]([OH:15])=[O:14])[CH:6]=2)[NH:10][N:9]=1. (3) The product is: [C:1]([O:5][C:6]([NH:8][CH2:9][CH2:10][CH2:11][CH2:12][CH2:13][CH2:14][CH2:15][N:16]1[CH2:21][CH2:20][CH:19]([C:22]2[C:30]3[C:25](=[CH:26][CH:27]=[C:28]([O:31][CH3:32])[CH:29]=3)[NH:24][CH:23]=2)[CH2:18][CH2:17]1)=[O:7])([CH3:4])([CH3:2])[CH3:3]. Given the reactants [C:1]([O:5][C:6]([NH:8][CH2:9][CH2:10][CH2:11][CH2:12][CH2:13][CH2:14][CH2:15][N:16]1[CH2:21][CH2:20][CH:19]([C:22]2[C:30]3[C:25](=[CH:26][CH:27]=[C:28]([OH:31])[CH:29]=3)[NH:24][CH:23]=2)[CH2:18][CH2:17]1)=[O:7])([CH3:4])([CH3:3])[CH3:2].[CH3:32][Si](C=[N+]=[N-])(C)C.C(N(C(C)C)CC)(C)C.C(O)(=O)C, predict the reaction product. (4) Given the reactants [C:1]([C:3]1[CH:8]=[CH:7][C:6]([C:9]2[N:13]3[CH:14]=[C:15]([C:18]4[CH:41]=[CH:40][C:21]([C:22]([N:24]5[CH2:29][CH2:28][CH:27]([CH2:30][CH2:31][NH:32]C(=O)OC(C)(C)C)[CH2:26][CH2:25]5)=[O:23])=[CH:20][CH:19]=4)[N:16]=[CH:17][C:12]3=[N:11][CH:10]=2)=[CH:5][CH:4]=1)#[N:2].C(O)(C(F)(F)F)=O, predict the reaction product. The product is: [NH2:32][CH2:31][CH2:30][CH:27]1[CH2:28][CH2:29][N:24]([C:22]([C:21]2[CH:40]=[CH:41][C:18]([C:15]3[N:16]=[CH:17][C:12]4[N:13]([C:9]([C:6]5[CH:5]=[CH:4][C:3]([C:1]#[N:2])=[CH:8][CH:7]=5)=[CH:10][N:11]=4)[CH:14]=3)=[CH:19][CH:20]=2)=[O:23])[CH2:25][CH2:26]1. (5) Given the reactants C(=O)([O-])[O-].[Cs+].[Cs+].[CH3:7][N:8]([CH3:12])[CH2:9][CH2:10]Cl.[C:13]1([CH:19]2[CH2:28][CH2:27][C:26]3[C:21](=[CH:22][CH:23]=[C:24]([OH:29])[CH:25]=3)[O:20]2)[CH:18]=[CH:17][CH:16]=[CH:15][CH:14]=1, predict the reaction product. The product is: [CH3:7][N:8]([CH3:12])[CH2:9][CH2:10][O:29][C:24]1[CH:25]=[C:26]2[C:21](=[CH:22][CH:23]=1)[O:20][CH:19]([C:13]1[CH:18]=[CH:17][CH:16]=[CH:15][CH:14]=1)[CH2:28][CH2:27]2. (6) Given the reactants [CH3:1][CH:2]([CH3:27])[C:3]([C:5]1[CH:9]([C:10]2[CH:15]=[CH:14][CH:13]=[CH:12][C:11]=2[O:16][CH3:17])[N:8]([C:18]2[CH:23]=[CH:22][C:21](Br)=[CH:20][CH:19]=2)[C:7](=[O:25])[C:6]=1[OH:26])=[O:4].[S:28]1[CH:32]=[CH:31][C:30](B(O)O)=[CH:29]1.P([O-])([O-])([O-])=O.[K+].[K+].[K+].COCCOC, predict the reaction product. The product is: [CH3:1][CH:2]([CH3:27])[C:3]([C:5]1[CH:9]([C:10]2[CH:15]=[CH:14][CH:13]=[CH:12][C:11]=2[O:16][CH3:17])[N:8]([C:18]2[CH:23]=[CH:22][C:21]([C:30]3[CH:31]=[CH:32][S:28][CH:29]=3)=[CH:20][CH:19]=2)[C:7](=[O:25])[C:6]=1[OH:26])=[O:4]. (7) Given the reactants Cl.[CH2:2]([N:4]([CH2:19][CH3:20])[C:5](=[O:18])[CH2:6][CH2:7][CH2:8][CH2:9][C@H:10]1[CH2:15][CH2:14][C@H:13]([NH:16][CH3:17])[CH2:12][CH2:11]1)[CH3:3].CCN(C(C)C)C(C)C.[F:30][C:31]([F:43])([F:42])[C:32]1[CH:37]=[CH:36][C:35]([S:38](Cl)(=[O:40])=[O:39])=[CH:34][CH:33]=1, predict the reaction product. The product is: [CH2:19]([N:4]([CH2:2][CH3:3])[C:5](=[O:18])[CH2:6][CH2:7][CH2:8][CH2:9][C@H:10]1[CH2:11][CH2:12][C@H:13]([N:16]([CH3:17])[S:38]([C:35]2[CH:34]=[CH:33][C:32]([C:31]([F:30])([F:42])[F:43])=[CH:37][CH:36]=2)(=[O:40])=[O:39])[CH2:14][CH2:15]1)[CH3:20].